Dataset: Full USPTO retrosynthesis dataset with 1.9M reactions from patents (1976-2016). Task: Predict the reactants needed to synthesize the given product. (1) Given the product [CH:31]1([C:30]2[C:15]3[C:14]([N:11]4[CH2:12][CH2:13][NH:8][CH2:9][CH2:10]4)=[N:19][C:18]([C:20]4[CH:25]=[CH:24][N:23]=[C:22]([NH:41][C:36]5[CH:37]=[N:38][CH:39]=[CH:40][C:35]=5[CH3:34])[CH:21]=4)=[N:17][C:16]=3[CH:27]=[N:28][CH:29]=2)[CH2:33][CH2:32]1, predict the reactants needed to synthesize it. The reactants are: C(OC([N:8]1[CH2:13][CH2:12][N:11]([C:14]2[C:15]3[C:30]([CH:31]4[CH2:33][CH2:32]4)=[CH:29][N:28]=[CH:27][C:16]=3[N:17]=[C:18]([C:20]3[CH:25]=[CH:24][N:23]=[C:22](Cl)[CH:21]=3)[N:19]=2)[CH2:10][CH2:9]1)=O)(C)(C)C.[CH3:34][C:35]1[CH:40]=[CH:39][N:38]=[CH:37][C:36]=1[NH2:41]. (2) The reactants are: Cl[CH2:2][C:3]1[CH:4]=[C:5]([C:9]([N:11]2[CH2:24][C:23]([CH3:26])([CH3:25])[C:22]3[C:21]4[CH:20]=[CH:19][CH:18]=[CH:17][C:16]=4[NH:15][C:14]=3[C:13]([C:27]([O:29][CH:30]([CH3:32])[CH3:31])=[O:28])=[CH:12]2)=[O:10])[CH:6]=[CH:7][CH:8]=1.[NH:33]1[CH2:37][CH2:36][CH2:35][CH2:34]1. Given the product [CH3:26][C:23]1([CH3:25])[C:22]2[C:21]3[CH:20]=[CH:19][CH:18]=[CH:17][C:16]=3[NH:15][C:14]=2[C:13]([C:27]([O:29][CH:30]([CH3:32])[CH3:31])=[O:28])=[CH:12][N:11]([C:9]([C:5]2[CH:6]=[CH:7][CH:8]=[C:3]([CH2:2][N:33]3[CH2:37][CH2:36][CH2:35][CH2:34]3)[CH:4]=2)=[O:10])[CH2:24]1, predict the reactants needed to synthesize it. (3) Given the product [C:8]12([C:6]3[CH:7]=[C:2]([B:44]([OH:49])[OH:45])[CH:3]=[CH:4][C:5]=3[O:18][CH3:19])[CH2:15][CH:14]3[CH2:16][CH:10]([CH2:11][CH:12]([CH2:13]3)[CH2:17]1)[CH2:9]2, predict the reactants needed to synthesize it. The reactants are: I[C:2]1[CH:3]=[CH:4][C:5]([O:18][CH3:19])=[C:6]([C:8]23[CH2:17][CH:12]4[CH2:13][CH:14]([CH2:16][CH:10]([CH2:11]4)[CH2:9]2)[CH2:15]3)[CH:7]=1.BrC1C=CC(OC)=C(C23CC4CC(CC(C4)C2)C3)C=1.[Li]CCCC.[B:44](OC(C)C)([O:49]C(C)C)[O:45]C(C)C.Cl. (4) Given the product [CH2:19]([C:12]1[C:13]([O:17][CH3:18])=[CH:14][CH:15]=[CH:16][C:11]=1[CH2:10][OH:9])[CH:20]=[CH2:21], predict the reactants needed to synthesize it. The reactants are: [N+](C1C=C(C=C([N+]([O-])=O)C=1)C([O:9][CH2:10][C:11]1[CH:16]=[CH:15][CH:14]=[C:13]([O:17][CH3:18])[C:12]=1[CH2:19][CH:20]=[CH2:21])=O)([O-])=O.[OH-].[K+].O. (5) Given the product [CH2:1]([O:8][C:9]([NH:11][C:12]([CH2:13][OH:14])([CH2:16][CH2:17][CH:18]=[CH2:19])[C:20]([O:22][CH2:23][CH3:24])=[O:21])=[O:10])[C:2]1[CH:3]=[CH:4][CH:5]=[CH:6][CH:7]=1, predict the reactants needed to synthesize it. The reactants are: [CH2:1]([O:8][C:9]([NH:11][C:12]([C:20]([O:22][CH2:23][CH3:24])=[O:21])([CH2:16][CH2:17][CH:18]=[CH2:19])[C:13](O)=[O:14])=[O:10])[C:2]1[CH:7]=[CH:6][CH:5]=[CH:4][CH:3]=1.C(N(CC)CC)C.ClC(OCC)=O.[BH4-].[Na+].Cl. (6) Given the product [C:1]([O:4][CH2:5][C:6]1[N:7]([CH2:20][C:21]([F:24])([CH3:23])[CH3:22])[C:8]2[C:17]3[N:16]=[CH:15][CH:14]=[CH:13][C:12]=3[N:11]=[C:10]([NH2:25])[C:9]=2[N:19]=1)(=[O:3])[CH3:2], predict the reactants needed to synthesize it. The reactants are: [C:1]([O:4][CH2:5][C:6]1[N:7]([CH2:20][C:21]([F:24])([CH3:23])[CH3:22])[C:8]2[C:17]3[N:16]=[CH:15][CH:14]=[CH:13][C:12]=3[N+:11]([O-])=[CH:10][C:9]=2[N:19]=1)(=[O:3])[CH3:2].[NH4+:25].[OH-].C1(C)C=CC(S(Cl)(=O)=O)=CC=1.O. (7) Given the product [CH:1]1([CH:7]([NH:20][C:21]2[CH:22]=[CH:23][C:24]([C:66]([N:65]([CH3:68])[CH2:64][CH2:33][C:34]([O:36][CH2:37][CH3:38])=[O:35])=[O:67])=[CH:28][CH:29]=2)[C:8]2[N:12]([CH3:13])[C:11]3[CH:14]=[C:15]([O:18][CH3:19])[CH:16]=[CH:17][C:10]=3[N:9]=2)[CH2:2][CH2:3][CH2:4][CH2:5][CH2:6]1, predict the reactants needed to synthesize it. The reactants are: [CH:1]1([CH:7]([NH:20][C:21]2[CH:29]=[CH:28][C:24](C(O)=O)=[CH:23][CH:22]=2)[C:8]2[N:12]([CH3:13])[C:11]3[CH:14]=[C:15]([O:18][CH3:19])[CH:16]=[CH:17][C:10]=3[N:9]=2)[CH2:6][CH2:5][CH2:4][CH2:3][CH2:2]1.CNC[CH2:33][C:34]([O:36][CH2:37][CH3:38])=[O:35].O.ON1C2C=CC=CC=2N=N1.Cl.C(N=C=NCCCN(C)C)C.[Cl-].[NH4+].[CH3:64][N:65]([CH3:68])[CH:66]=[O:67].